From a dataset of Full USPTO retrosynthesis dataset with 1.9M reactions from patents (1976-2016). Predict the reactants needed to synthesize the given product. The reactants are: [F:1][C:2]1[CH:7]=[CH:6][C:5]([N:8]2[CH2:13][CH2:12][CH2:11][NH:10][C:9]2=[O:14])=[CH:4][CH:3]=1.[C:15](=O)(OC(Cl)(Cl)Cl)[O:16]C(Cl)(Cl)Cl.[NH2:27][C:28]1[CH:49]=[CH:48][C:31]([O:32][C:33]2[CH:34]=[CH:35][C:36]3[N:37]([CH:39]=[C:40]([NH:42][C:43]([CH:45]4[CH2:47][CH2:46]4)=[O:44])[N:41]=3)[CH:38]=2)=[C:30]([F:50])[CH:29]=1.C(N(CC)C(C)C)(C)C.C(=O)([O-])O.[Na+]. Given the product [CH:45]1([C:43]([NH:42][C:40]2[N:41]=[C:36]3[CH:35]=[CH:34][C:33]([O:32][C:31]4[CH:48]=[CH:49][C:28]([NH:27][C:15]([N:10]5[CH2:11][CH2:12][CH2:13][N:8]([C:5]6[CH:4]=[CH:3][C:2]([F:1])=[CH:7][CH:6]=6)[C:9]5=[O:14])=[O:16])=[CH:29][C:30]=4[F:50])=[CH:38][N:37]3[CH:39]=2)=[O:44])[CH2:47][CH2:46]1, predict the reactants needed to synthesize it.